Task: Predict which catalyst facilitates the given reaction.. Dataset: Catalyst prediction with 721,799 reactions and 888 catalyst types from USPTO (1) Reactant: Cl.Cl.[NH2:3][C@@H:4]([CH:31]1[CH2:36][CH2:35][C:34]([F:38])([F:37])[CH2:33][CH2:32]1)[C:5]([N:7]1[C@H:12]([C:13]([NH:15][C@H:16]2[C:25]3[C:20](=[CH:21][CH:22]=[CH:23][CH:24]=3)[O:19][CH2:18][CH2:17]2)=[O:14])[CH2:11][N:10]2[CH2:26][C:27]([F:30])([F:29])[CH2:28][C@@H:9]2[CH2:8]1)=[O:6].[C:39]([O:43][C:44]([N:46]([CH3:52])[C@H:47]([C:49](O)=[O:50])[CH3:48])=[O:45])([CH3:42])([CH3:41])[CH3:40].Cl.C(N=C=NCCCN(C)C)C.ON1C2C=CC=CC=2N=N1.C(N(CC)C(C)C)(C)C. Product: [C:39]([O:43][C:44](=[O:45])[N:46]([C@@H:47]([CH3:48])[C:49]([NH:3][C@@H:4]([CH:31]1[CH2:36][CH2:35][C:34]([F:37])([F:38])[CH2:33][CH2:32]1)[C:5]([N:7]1[C@H:12]([C:13](=[O:14])[NH:15][C@H:16]2[C:25]3[C:20](=[CH:21][CH:22]=[CH:23][CH:24]=3)[O:19][CH2:18][CH2:17]2)[CH2:11][N:10]2[CH2:26][C:27]([F:29])([F:30])[CH2:28][C@@H:9]2[CH2:8]1)=[O:6])=[O:50])[CH3:52])([CH3:42])([CH3:40])[CH3:41]. The catalyst class is: 42. (2) Reactant: [F:1][CH:2]([F:32])[C:3]1[N:7]([C:8]2[N:13]=[C:12]([N:14]3[CH2:19][CH2:18][O:17][CH2:16][CH2:15]3)[N:11]=[C:10]([O:20][C@H:21]3[CH2:26][CH2:25][C@H:24]([NH2:27])[CH2:23][CH2:22]3)[CH:9]=2)[C:6]2[CH:28]=[CH:29][CH:30]=[CH:31][C:5]=2[N:4]=1.[C:33]([O:37][C:38]([N:40]([CH3:49])[C@H:41]([C:46](O)=[O:47])[CH2:42][CH2:43][S:44][CH3:45])=[O:39])([CH3:36])([CH3:35])[CH3:34].N1(O)C2C=CC=CC=2N=N1.Cl.CN(C)CCCN=C=NCC. Product: [F:32][CH:2]([F:1])[C:3]1[N:7]([C:8]2[N:13]=[C:12]([N:14]3[CH2:15][CH2:16][O:17][CH2:18][CH2:19]3)[N:11]=[C:10]([O:20][C@H:21]3[CH2:22][CH2:23][C@H:24]([NH:27][C:46](=[O:47])[C@@H:41]([N:40]([CH3:49])[C:38](=[O:39])[O:37][C:33]([CH3:34])([CH3:36])[CH3:35])[CH2:42][CH2:43][S:44][CH3:45])[CH2:25][CH2:26]3)[CH:9]=2)[C:6]2[CH:28]=[CH:29][CH:30]=[CH:31][C:5]=2[N:4]=1. The catalyst class is: 145. (3) Reactant: [Br:1][C:2]1[CH:14]=[CH:13][C:12]2[C:11]3[C:6](=[CH:7][C:8]([Br:15])=[CH:9][CH:10]=3)[CH2:5][C:4]=2[CH:3]=1.[H-].[Na+].Br[CH2:19][CH2:20][CH2:21][CH2:22][CH2:23][CH2:24][CH2:25][CH3:26]. Product: [CH2:19]([C:5]1([CH2:13][CH2:14][CH2:2][CH2:3][CH2:4][CH2:12][CH2:11][CH3:10])[C:4]2[CH:3]=[C:2]([Br:1])[CH:14]=[CH:13][C:12]=2[C:11]2[C:6]1=[CH:7][C:8]([Br:15])=[CH:9][CH:10]=2)[CH2:20][CH2:21][CH2:22][CH2:23][CH2:24][CH2:25][CH3:26]. The catalyst class is: 1. (4) Reactant: [OH-].[CH2:2]([N+:6]([CH2:15][CH2:16][CH2:17][CH3:18])([CH2:11][CH2:12][CH2:13][CH3:14])[CH2:7][CH2:8][CH2:9][CH3:10])[CH2:3][CH2:4][CH3:5].[C:19]([OH:32])(=[O:31])[CH2:20][CH2:21][CH2:22][CH2:23][CH2:24][CH2:25][CH2:26][CH2:27][CH2:28][CH2:29][CH3:30]. Product: [C:19]([O-:32])(=[O:31])[CH2:20][CH2:21][CH2:22][CH2:23][CH2:24][CH2:25][CH2:26][CH2:27][CH2:28][CH2:29][CH3:30].[CH2:15]([N+:6]([CH2:2][CH2:3][CH2:4][CH3:5])([CH2:7][CH2:8][CH2:9][CH3:10])[CH2:11][CH2:12][CH2:13][CH3:14])[CH2:16][CH2:17][CH3:18]. The catalyst class is: 6.